From a dataset of Full USPTO retrosynthesis dataset with 1.9M reactions from patents (1976-2016). Predict the reactants needed to synthesize the given product. (1) Given the product [ClH:22].[ClH:21].[CH3:1][O:2][C:3]1[CH:4]=[C:5]2[C:10](=[CH:11][C:12]=1[O:13][CH3:14])[C:9]([CH2:15][CH2:16][CH3:17])=[N:8][C:7]([OH:18])=[C:6]2[CH2:23][C:24]1[C:25]([NH:37][CH3:38])=[N:26][C:27]2[CH:28]=[C:29]3[O:36][CH2:35][O:34][C:30]3=[CH:31][C:32]=2[CH:33]=1, predict the reactants needed to synthesize it. The reactants are: [CH3:1][O:2][C:3]1[CH:4]=[C:5]2[C:10](=[CH:11][C:12]=1[O:13][CH3:14])[C:9]([CH2:15][CH2:16][CH3:17])=[N:8][C:7]([OH:18])=[CH:6]2.[Li+].[OH-].[ClH:21].[Cl:22][CH2:23][C:24]1[C:25]([NH:37][CH3:38])=[N:26][C:27]2[CH:28]=[C:29]3[O:36][CH2:35][O:34][C:30]3=[CH:31][C:32]=2[CH:33]=1. (2) Given the product [C:1]1([CH3:18])[CH:2]=[CH:3][C:4]([S:7]([O:10][CH2:11][CH2:12][S:13]([C:14]([F:16])([F:17])[F:15])=[O:27])(=[O:8])=[O:9])=[CH:5][CH:6]=1, predict the reactants needed to synthesize it. The reactants are: [C:1]1([CH3:18])[CH:6]=[CH:5][C:4]([S:7]([O:10][CH2:11][CH2:12][S:13][C:14]([F:17])([F:16])[F:15])(=[O:9])=[O:8])=[CH:3][CH:2]=1.ClC1C=CC=C(C(OO)=[O:27])C=1.